Dataset: Reaction yield outcomes from USPTO patents with 853,638 reactions. Task: Predict the reaction yield, written as a fraction of the theoretical maximum amount of product (1.0 means a 100% yield; for example, 0.34 means a 34% yield). (1) The reactants are [Br:1][C:2]1[CH:3]=[CH:4][C:5]([O:9][CH2:10][CH3:11])=[C:6]([OH:8])[CH:7]=1.C([O-])([O-])=O.[K+].[K+].Br[CH:19]1[CH2:22][CH2:21][CH2:20]1. The catalyst is CN(C=O)C.C(OCC)C. The product is [Br:1][C:2]1[CH:3]=[CH:4][C:5]([O:9][CH2:10][CH3:11])=[C:6]([O:8][CH:19]2[CH2:22][CH2:21][CH2:20]2)[CH:7]=1. The yield is 0.900. (2) The reactants are [Br-:1].[C:2]1([C:7](=[O:16])[CH2:8][N+:9]2[CH:14]=[CH:13][CH:12]=[CH:11][C:10]=2[CH3:15])[CH2:6][CH2:5][CH2:4][CH:3]=1. The catalyst is CO.[Pd]. The product is [Br-:1].[CH:2]1([C:7](=[O:16])[CH2:8][N+:9]2[CH:14]=[CH:13][CH:12]=[CH:11][C:10]=2[CH3:15])[CH2:6][CH2:5][CH2:4][CH2:3]1. The yield is 0.930. (3) The reactants are [C:1](Cl)(=[O:8])[C:2]1[CH:7]=[CH:6][CH:5]=[CH:4][CH:3]=1.[CH2:10]([OH:14])[C@H:11]([OH:13])[CH3:12].N1C(C)=CC(C)=CC=1C. The catalyst is ClCCl. The product is [C:1]([O:14][CH2:10][C@H:11]([OH:13])[CH3:12])(=[O:8])[C:2]1[CH:7]=[CH:6][CH:5]=[CH:4][CH:3]=1. The yield is 0.630. (4) The reactants are [NH2:1][C:2]1[CH:3]=[CH:4][C:5]2[S:10][CH2:9][C:8](=[O:11])[NH:7][C:6]=2[CH:12]=1.[C:13]([Si:17]([CH3:25])([CH3:24])[O:18][CH2:19][CH2:20][C@@H:21]1[CH2:23][O:22]1)([CH3:16])([CH3:15])[CH3:14]. The catalyst is CCO.O. The product is [C:13]([Si:17]([CH3:25])([CH3:24])[O:18][CH2:19][CH2:20][C@@H:21]([OH:22])[CH2:23][NH:1][C:2]1[CH:3]=[CH:4][C:5]2[S:10][CH2:9][C:8](=[O:11])[NH:7][C:6]=2[CH:12]=1)([CH3:14])([CH3:16])[CH3:15]. The yield is 0.830. (5) The product is [CH2:34]([O:33][C:31]1[C:30](=[O:36])[NH:29][CH:28]=[C:27]([C:24]2[CH:25]=[CH:26][C:21]([CH2:20][C:19]([NH:18][C:15]3[CH:16]=[CH:17][C:12]([O:11][CH2:10][CH2:9][OH:8])=[C:13]([C:48]([F:50])([F:51])[F:49])[CH:14]=3)=[O:47])=[C:22]([F:46])[CH:23]=2)[CH:32]=1)[CH3:35]. The yield is 0.746. The reactants are C([O:8][CH2:9][CH2:10][O:11][C:12]1[CH:17]=[CH:16][C:15]([NH:18][C:19](=[O:47])[CH2:20][C:21]2[CH:26]=[CH:25][C:24]([C:27]3[CH:28]=[N:29][C:30]([O:36]CC4C=CC(OC)=CC=4)=[C:31]([O:33][CH2:34][CH3:35])[CH:32]=3)=[CH:23][C:22]=2[F:46])=[CH:14][C:13]=1[C:48]([F:51])([F:50])[F:49])C1C=CC=CC=1. The catalyst is CO.[Pd]. (6) The catalyst is CC(C)=O. The yield is 0.740. The product is [CH3:29][N:30]([CH3:34])[CH2:31][CH2:32][O:1][C:2]1[CH:3]=[C:4]([C:8]2[CH:17]=[C:16]3[C:11]([CH2:12][CH2:13][CH:14]([C:18]([O:20][CH3:21])=[O:19])[CH2:15]3)=[CH:10][CH:9]=2)[CH:5]=[CH:6][CH:7]=1. The reactants are [OH:1][C:2]1[CH:3]=[C:4]([C:8]2[CH:17]=[C:16]3[C:11]([CH2:12][CH2:13][CH:14]([C:18]([O:20][CH3:21])=[O:19])[CH2:15]3)=[CH:10][CH:9]=2)[CH:5]=[CH:6][CH:7]=1.C(=O)([O-])[O-].[K+].[K+].Cl.[CH3:29][N:30]([CH3:34])[CH2:31][CH2:32]Cl. (7) The reactants are [CH2:1]([C@@H:5]1[N:10]([CH2:11][C:12]2[CH:16]=[C:15]([C:17]3[CH:22]=[CH:21][CH:20]=[CH:19][CH:18]=3)[O:14][N:13]=2)[CH2:9][C@H:8]([CH2:23][CH:24]([CH3:26])[CH3:25])[NH:7][C:6]1=[O:27])[CH:2]([CH3:4])[CH3:3].C([C@@H]1NC[C@H](CC(C)C)NC1=O)C(C)C.[Br:43]C1C=CC(C2ON=C(C=O)C=2)=CC=1. No catalyst specified. The product is [Br:43][C:20]1[CH:19]=[CH:18][C:17]([C:15]2[O:14][N:13]=[C:12]([CH2:11][N:10]3[CH2:9][C@H:8]([CH2:23][CH:24]([CH3:26])[CH3:25])[NH:7][C:6](=[O:27])[C@@H:5]3[CH2:1][CH:2]([CH3:4])[CH3:3])[CH:16]=2)=[CH:22][CH:21]=1. The yield is 0.258. (8) The product is [C:1]([O:5][C:6]([N:8]1[C:12]2=[N:13][CH:14]=[CH:15][C:16]([NH:17][C:55](=[O:56])[C:52]3[CH:53]=[CH:54][C:49]([CH:34]([NH:33][C:32]([O:31][C:27]([CH3:29])([CH3:28])[CH3:30])=[O:58])[CH2:35][NH:36][C:37]([C:39]4([C:42]5[CH:47]=[CH:46][C:45]([Cl:48])=[CH:44][CH:43]=5)[CH2:41][CH2:40]4)=[O:38])=[CH:50][CH:51]=3)=[C:11]2[CH:10]=[CH:9]1)=[O:7])([CH3:4])([CH3:2])[CH3:3]. The reactants are [C:1]([O:5][C:6]([N:8]1[C:12]2=[N:13][CH:14]=[CH:15][C:16]([NH2:17])=[C:11]2[CH:10]=[CH:9]1)=[O:7])([CH3:4])([CH3:3])[CH3:2].CCN(C(C)C)C(C)C.[C:27]([O:31][C:32](=[O:58])[NH:33][CH:34]([C:49]1[CH:54]=[CH:53][C:52]([C:55](Cl)=[O:56])=[CH:51][CH:50]=1)[CH2:35][NH:36][C:37]([C:39]1([C:42]2[CH:47]=[CH:46][C:45]([Cl:48])=[CH:44][CH:43]=2)[CH2:41][CH2:40]1)=[O:38])([CH3:30])([CH3:29])[CH3:28]. The yield is 0.0300. The catalyst is C(#N)C. (9) The reactants are Br[C:2]1[CH:7]=[CH:6][C:5]([C:8]([F:11])([F:10])[F:9])=[CH:4][N:3]=1.[CH3:12][C@H:13]1[CH2:18][NH:17][CH2:16][CH2:15][NH:14]1.C(N(CC)CC)C. The catalyst is C1(C)C=CC=CC=1.C(OCC)(=O)C. The product is [CH3:12][C@@H:13]1[NH:14][CH2:15][CH2:16][N:17]([C:2]2[CH:7]=[CH:6][C:5]([C:8]([F:11])([F:10])[F:9])=[CH:4][N:3]=2)[CH2:18]1. The yield is 0.810.